From a dataset of Catalyst prediction with 721,799 reactions and 888 catalyst types from USPTO. Predict which catalyst facilitates the given reaction. (1) Reactant: [CH3:1][O:2][C:3]1[CH:23]=[CH:22][CH:21]=[CH:20][C:4]=1[CH2:5][N:6]1[CH:10]=[CH:9][N:8]=[C:7]1[C@@H:11]([NH2:19])[CH2:12][C:13]1[CH:18]=[CH:17][CH:16]=[CH:15][CH:14]=1.[OH:24][C:25]1[CH:26]=[C:27]2[C:31](=[CH:32][CH:33]=1)[NH:30][CH:29]=[C:28]2[CH2:34][C:35](O)=[O:36].CN(C(ON1N=NC2C=CC=NC1=2)=[N+](C)C)C.F[P-](F)(F)(F)(F)F.C(N(C(C)C)CC)(C)C. Product: [OH:24][C:25]1[CH:26]=[C:27]2[C:31](=[CH:32][CH:33]=1)[NH:30][CH:29]=[C:28]2[CH2:34][C:35]([NH:19][C@H:11]([C:7]1[N:6]([CH2:5][C:4]2[CH:20]=[CH:21][CH:22]=[CH:23][C:3]=2[O:2][CH3:1])[CH:10]=[CH:9][N:8]=1)[CH2:12][C:13]1[CH:14]=[CH:15][CH:16]=[CH:17][CH:18]=1)=[O:36]. The catalyst class is: 3. (2) Reactant: CCN(C(C)C)C(C)C.[F:10][C:11]1[CH:16]=[CH:15][C:14]([C:17]2[O:18][C:19]3[CH:29]=[CH:28][C:27]([C:30]4[CH:31]=[C:32]([CH:42]=[CH:43][CH:44]=4)[C:33]([NH:35][C:36]([CH3:41])([CH3:40])[C:37]([OH:39])=O)=[O:34])=[CH:26][C:20]=3[C:21]=2[C:22](=[O:25])[NH:23][CH3:24])=[CH:13][CH:12]=1.[CH3:45][C:46]1[O:50][N:49]=[C:48]([NH2:51])[CH:47]=1.[H-].[Na+]. Product: [F:10][C:11]1[CH:12]=[CH:13][C:14]([C:17]2[O:18][C:19]3[CH:29]=[CH:28][C:27]([C:30]4[CH:44]=[CH:43][CH:42]=[C:32]([C:33](=[O:34])[NH:35][C:36]([CH3:40])([CH3:41])[C:37]([NH:51][C:48]5[CH:47]=[C:46]([CH3:45])[O:50][N:49]=5)=[O:39])[CH:31]=4)=[CH:26][C:20]=3[C:21]=2[C:22]([NH:23][CH3:24])=[O:25])=[CH:15][CH:16]=1. The catalyst class is: 121. (3) Reactant: [Cl:1][C:2]1[CH:3]=[N:4][CH:5]=[C:6]([Cl:9])[C:7]=1[CH3:8].[H-].[Na+].Cl[C:13]1[C:22]2[C:17](=[C:18]([O:25][CH:26]3[CH2:30][CH2:29][O:28][CH2:27]3)[C:19]([O:23][CH3:24])=[CH:20][CH:21]=2)[CH:16]=[N:15][N:14]=1. Product: [Cl:1][C:2]1[CH:3]=[N:4][CH:5]=[C:6]([Cl:9])[C:7]=1[CH2:8][C:13]1[C:22]2[C:17](=[C:18]([O:25][CH:26]3[CH2:30][CH2:29][O:28][CH2:27]3)[C:19]([O:23][CH3:24])=[CH:20][CH:21]=2)[CH:16]=[N:15][N:14]=1. The catalyst class is: 9. (4) Reactant: [CH2:1]([O:8][C:9]([N:11]([CH2:16][C:17]1[CH:22]=[CH:21][CH:20]=[C:19]([Br:23])[N:18]=1)[CH2:12][C:13]([OH:15])=O)=[O:10])[C:2]1[CH:7]=[CH:6][CH:5]=[CH:4][CH:3]=1.Cl.CN(C)CCCN=C=NCC.O.O[N:38]1[C:42]2[CH:43]=CC=C[C:41]=2N=N1.C(N)(C)C. Product: [CH2:1]([O:8][C:9](=[O:10])[N:11]([CH2:16][C:17]1[CH:22]=[CH:21][CH:20]=[C:19]([Br:23])[N:18]=1)[CH2:12][C:13]([NH:38][CH:42]([CH3:43])[CH3:41])=[O:15])[C:2]1[CH:3]=[CH:4][CH:5]=[CH:6][CH:7]=1. The catalyst class is: 39. (5) Product: [CH3:16][C:14]1[CH:13]=[C:12]2[C:7]([N:8]=[CH:9][CH:10]=[CH:11]2)=[C:6]2[C:15]=1[C:2]([S:20][CH3:19])=[CH:3][C:4]([CH2:17][OH:18])=[N:5]2. Reactant: Cl[C:2]1[C:15]2[C:6](=[C:7]3[C:12](=[CH:13][C:14]=2[CH3:16])[CH:11]=[CH:10][CH:9]=[N:8]3)[N:5]=[C:4]([CH2:17][OH:18])[CH:3]=1.[CH3:19][S-:20].[Na+].O. The catalyst class is: 655. (6) Reactant: [NH2:1][C@H:2]1[CH2:7][CH2:6][C@H:5]([CH2:8][C:9]([O:11][CH2:12]C)=[O:10])[CH2:4][CH2:3]1.C12CCC(C=C1)CC2C#N.[C:24](O[C:24]([O:26][C:27]([CH3:30])([CH3:29])[CH3:28])=[O:25])([O:26][C:27]([CH3:30])([CH3:29])[CH3:28])=[O:25].C(=O)(O)[O-].[Na+]. Product: [C:27]([O:26][C:24]([NH:1][C@H:2]1[CH2:3][CH2:4][C@H:5]([CH2:8][C:9]([O:11][CH3:12])=[O:10])[CH2:6][CH2:7]1)=[O:25])([CH3:30])([CH3:29])[CH3:28]. The catalyst class is: 236.